Task: Predict the reactants needed to synthesize the given product.. Dataset: Full USPTO retrosynthesis dataset with 1.9M reactions from patents (1976-2016) (1) Given the product [Cl:33][C:31]1[S:26][C:23]2[CH:24]3[CH:20]([CH:21]([CH3:1])[C:22]=2[C:28]=1[CH3:29])[CH2:19][NH:18][CH2:25]3, predict the reactants needed to synthesize it. The reactants are: [CH3:1][Si]([N-][Si](C)(C)C)(C)C.[K+].C([N:18]1[CH2:25][CH:24]2[CH:20]([C:21](=O)[C:22]3[C:28]([CH3:29])=C[S:26][C:23]=32)[CH2:19]1)C1C=CC=CC=1.[CH2:31]([Cl:33])Cl. (2) The reactants are: [F:1][C:2]1[CH:7]=[CH:6][C:5]([C:8]2([C:14]3[CH:19]=[CH:18][C:17]([F:20])=[CH:16][CH:15]=3)[CH2:12][CH2:11][NH:10][C:9]2=O)=[CH:4][CH:3]=1.[H-].[Al+3].[Li+].[H-].[H-].[H-]. Given the product [F:1][C:2]1[CH:7]=[CH:6][C:5]([C:8]2([C:14]3[CH:19]=[CH:18][C:17]([F:20])=[CH:16][CH:15]=3)[CH2:12][CH2:11][NH:10][CH2:9]2)=[CH:4][CH:3]=1, predict the reactants needed to synthesize it.